From a dataset of Forward reaction prediction with 1.9M reactions from USPTO patents (1976-2016). Predict the product of the given reaction. (1) Given the reactants [C:1]([O:5][C:6]([NH:8][C@@H:9]([CH2:13][CH2:14][NH:15][C:16]([O:18][C:19]([CH3:22])([CH3:21])[CH3:20])=[O:17])[C:10](O)=[O:11])=[O:7])([CH3:4])([CH3:3])[CH3:2].C1(NC2CCCCC2)CCCCC1.CN1CCOCC1.ClC(OCC)=O.[H-].[Al+3].[Li+].[H-].[H-].[H-], predict the reaction product. The product is: [C:1]([O:5][C:6]([NH:8][C@H:9]([CH2:10][OH:11])[CH2:13][CH2:14][NH:15][C:16](=[O:17])[O:18][C:19]([CH3:22])([CH3:21])[CH3:20])=[O:7])([CH3:3])([CH3:4])[CH3:2]. (2) The product is: [CH2:29]([N:31]([CH2:32][CH3:33])[C:2]1[N:7]=[C:6]([C:8]([NH:10][C:11]2[CH:19]=[C:18]([C:20]3[CH:28]=[CH:27][CH:26]=[C:25]4[C:21]=3[CH:22]=[CH:23][NH:24]4)[CH:17]=[C:16]3[C:12]=2[CH:13]=[N:14][NH:15]3)=[O:9])[CH:5]=[CH:4][CH:3]=1)[CH3:30]. Given the reactants Cl[C:2]1[N:7]=[C:6]([C:8]([NH:10][C:11]2[CH:19]=[C:18]([C:20]3[CH:28]=[CH:27][CH:26]=[C:25]4[C:21]=3[CH:22]=[CH:23][NH:24]4)[CH:17]=[C:16]3[C:12]=2[CH:13]=[N:14][NH:15]3)=[O:9])[CH:5]=[CH:4][CH:3]=1.[CH2:29]([NH:31][CH2:32][CH3:33])[CH3:30].CCN(C(C)C)C(C)C, predict the reaction product. (3) Given the reactants [NH2:1][C:2]1[CH:10]=[CH:9][C:8]([CH3:11])=[CH:7][C:3]=1[C:4]([OH:6])=[O:5].ClCCCl.[F:16][C:17]([F:22])([F:21])[CH2:18][CH:19]=O.C(O[BH-](OC(=O)C)OC(=O)C)(=O)C.[Na+], predict the reaction product. The product is: [CH3:11][C:8]1[CH:9]=[CH:10][C:2]([NH:1][CH2:19][CH2:18][C:17]([F:22])([F:21])[F:16])=[C:3]([CH:7]=1)[C:4]([OH:6])=[O:5]. (4) Given the reactants [F:1][C:2]1[CH:3]=[C:4]([N:14]2[CH2:18][C@H:17]([CH2:19][NH2:20])[O:16][C:15]2=[O:21])[CH:5]=[CH:6][C:7]=1[N:8]1[CH2:13][CH2:12][O:11][CH2:10][CH2:9]1.[Cl:22][C:23]1[CH:28]=[CH:27][C:26]([C:29](=[O:35])[CH2:30][CH2:31][C:32](O)=[O:33])=[CH:25][CH:24]=1.C1C=CC2N(O)N=NC=2C=1.Cl.CN(C)CCCN=C=NCC, predict the reaction product. The product is: [F:1][C:2]1[CH:3]=[C:4]([N:14]2[CH2:18][C@H:17]([CH2:19][NH:20][C:32](=[O:33])[CH2:31][CH2:30][C:29]([C:26]3[CH:25]=[CH:24][C:23]([Cl:22])=[CH:28][CH:27]=3)=[O:35])[O:16][C:15]2=[O:21])[CH:5]=[CH:6][C:7]=1[N:8]1[CH2:9][CH2:10][O:11][CH2:12][CH2:13]1. (5) Given the reactants Cl[C:2]1[N:7]=[C:6]([N:8]2[CH2:12][CH2:11][CH2:10][CH2:9]2)[C:5]([C:13]([NH:15][CH:16]2[CH:23]3[CH2:24][CH:19]4[CH2:20][C:21]([OH:26])([CH2:25][CH:17]2[CH2:18]4)[CH2:22]3)=[O:14])=[CH:4][N:3]=1.Cl.[O:28]1[CH2:32][CH2:31][C@H:30]([NH2:33])[CH2:29]1, predict the reaction product. The product is: [OH:26][C:21]12[CH2:25][CH:17]3[CH2:18][CH:19]([CH2:24][CH:23]([CH:16]3[NH:15][C:13]([C:5]3[C:6]([N:8]4[CH2:9][CH2:10][CH2:11][CH2:12]4)=[N:7][C:2]([NH:33][C@H:30]4[CH2:31][CH2:32][O:28][CH2:29]4)=[N:3][CH:4]=3)=[O:14])[CH2:22]1)[CH2:20]2.